This data is from Full USPTO retrosynthesis dataset with 1.9M reactions from patents (1976-2016). The task is: Predict the reactants needed to synthesize the given product. (1) Given the product [Br-:1].[F:15][C:10]1[CH:9]=[C:8]2[C:13]([CH:14]=[C:5]([C:3](=[O:4])[CH2:2][N+:19]3[CH:20]=[C:21]([CH3:24])[N:22]=[CH:23][C:18]=3[CH3:17])[C:6](=[O:16])[O:7]2)=[CH:12][CH:11]=1, predict the reactants needed to synthesize it. The reactants are: [Br:1][CH2:2][C:3]([C:5]1[C:6](=[O:16])[O:7][C:8]2[C:13]([CH:14]=1)=[CH:12][CH:11]=[C:10]([F:15])[CH:9]=2)=[O:4].[CH3:17][C:18]1[CH:23]=[N:22][C:21]([CH3:24])=[CH:20][N:19]=1. (2) Given the product [Cl:1][C:2]1[CH:3]=[CH:4][C:5]([C:8]2[CH:9]=[C:10]3[CH:25]([NH:26][C:27]4[CH:28]=[C:29]([CH3:30])[NH:36][N:35]=4)[CH2:24][C:23]([CH3:34])([CH3:33])[O:22][C:11]3=[N:12][C:13]=2[C:14]2[CH:19]=[CH:18][C:17]([Cl:20])=[CH:16][C:15]=2[Cl:21])=[CH:6][CH:7]=1, predict the reactants needed to synthesize it. The reactants are: [Cl:1][C:2]1[CH:7]=[CH:6][C:5]([C:8]2[CH:9]=[C:10]3[CH:25]([NH:26][C:27](=S)[CH2:28][C:29](=O)[CH3:30])[CH2:24][C:23]([CH3:34])([CH3:33])[O:22][C:11]3=[N:12][C:13]=2[C:14]2[CH:19]=[CH:18][C:17]([Cl:20])=[CH:16][C:15]=2[Cl:21])=[CH:4][CH:3]=1.[NH2:35][NH2:36].CC(O)=O.